From a dataset of Rat liver microsome stability data. Regression/Classification. Given a drug SMILES string, predict its absorption, distribution, metabolism, or excretion properties. Task type varies by dataset: regression for continuous measurements (e.g., permeability, clearance, half-life) or binary classification for categorical outcomes (e.g., BBB penetration, CYP inhibition). Dataset: rlm. The compound is N#CC(C(=O)Nc1nccs1)=C(O)c1cc(O)c(O)c([N+](=O)[O-])c1. The result is 0 (unstable in rat liver microsomes).